This data is from Catalyst prediction with 721,799 reactions and 888 catalyst types from USPTO. The task is: Predict which catalyst facilitates the given reaction. (1) Reactant: [CH3:1][NH:2][C:3]([C:5]1[C:13]2[C:8](=[CH:9][CH:10]=[C:11]([N+:14]([O-])=O)[CH:12]=2)[NH:7][N:6]=1)=[O:4]. Product: [CH3:1][NH:2][C:3]([C:5]1[C:13]2[C:8](=[CH:9][CH:10]=[C:11]([NH2:14])[CH:12]=2)[NH:7][N:6]=1)=[O:4]. The catalyst class is: 19. (2) Reactant: Cl.Cl.[NH2:3][C@H:4]1[CH2:9][CH2:8][C@H:7]([C:10]([NH:12][C:13]2[C:17]3[CH:18]=[CH:19][CH:20]=[CH:21][C:16]=3[O:15][C:14]=2[C:22]([NH:24][C:25]2[CH:30]=[CH:29][C:28]([Cl:31])=[CH:27][N:26]=2)=[O:23])=[O:11])[CH2:6][CH2:5]1.Cl[CH2:33][CH2:34][O:35][CH2:36][CH2:37]Cl.[I-].[Na+].C(=O)([O-])[O-].[Na+].[Na+]. Product: [N:3]1([C@H:4]2[CH2:9][CH2:8][C@H:7]([C:10]([NH:12][C:13]3[C:17]4[CH:18]=[CH:19][CH:20]=[CH:21][C:16]=4[O:15][C:14]=3[C:22]([NH:24][C:25]3[CH:30]=[CH:29][C:28]([Cl:31])=[CH:27][N:26]=3)=[O:23])=[O:11])[CH2:6][CH2:5]2)[CH2:37][CH2:36][O:35][CH2:34][CH2:33]1. The catalyst class is: 80. (3) Reactant: [CH2:1]([O:3][C:4]([C:6]1[CH:7]=[N:8][C:9]2[C:14]([CH:15]=1)=[CH:13][CH:12]=[CH:11][C:10]=2[NH2:16])=[O:5])[CH3:2].[CH3:17][C:18]1([CH3:29])[O:23][C:22](=[O:24])[C:21](=COC)[C:20](=[O:28])[O:19]1. Product: [CH3:17][C:18]1([CH3:29])[O:23][C:22](=[O:24])[C:21](=[N:16][C:10]2[CH:11]=[CH:12][CH:13]=[C:14]3[C:9]=2[N:8]=[CH:7][C:6]([C:4]([O:3][CH2:1][CH3:2])=[O:5])=[CH:15]3)[C:20](=[O:28])[O:19]1. The catalyst class is: 8. (4) Reactant: C[S:2]([C:5]1[N:10]=[C:9]([C:11]2[C:19]3[C:14](=[N:15][CH:16]=[C:17]([C:20]([F:23])([F:22])[F:21])[CH:18]=3)[N:13](S(C3C=CC(C)=CC=3)(=O)=O)[CH:12]=2)[C:8]([C:34]#[N:35])=[CH:7][N:6]=1)(=O)=O.[C:36]1(S)[CH:41]=[CH:40][CH:39]=[CH:38][CH:37]=1.CCN(C(C)C)C(C)C.O[Li].O. Product: [C:36]1([S:2][C:5]2[N:10]=[C:9]([C:11]3[C:19]4[C:14](=[N:15][CH:16]=[C:17]([C:20]([F:23])([F:22])[F:21])[CH:18]=4)[NH:13][CH:12]=3)[C:8]([C:34]#[N:35])=[CH:7][N:6]=2)[CH:41]=[CH:40][CH:39]=[CH:38][CH:37]=1. The catalyst class is: 20. (5) Reactant: [OH:1][C@H:2]([C:14]1[C:15]([CH3:24])=[C:16]2[C:20](=[CH:21][CH:22]=1)[C:19](=[O:23])[O:18][CH2:17]2)[CH2:3][N:4]1[CH2:8][CH2:7][C:6]2([CH2:13][CH2:12][NH:11][CH2:10][CH2:9]2)[CH2:5]1.Br[C:26]1[CH:33]=[CH:32][C:29]([C:30]#[N:31])=[CH:28][N:27]=1.CCN(C(C)C)C(C)C.CN1C(=O)CCC1. Product: [OH:1][C@H:2]([C:14]1[C:15]([CH3:24])=[C:16]2[C:20](=[CH:21][CH:22]=1)[C:19](=[O:23])[O:18][CH2:17]2)[CH2:3][N:4]1[CH2:8][CH2:7][C:6]2([CH2:9][CH2:10][N:11]([C:26]3[CH:33]=[CH:32][C:29]([C:30]#[N:31])=[CH:28][N:27]=3)[CH2:12][CH2:13]2)[CH2:5]1. The catalyst class is: 6. (6) Reactant: Br[C:2]1[C:10]2[C:5](=[N:6][C:7]([S:11][CH3:12])=[N:8][CH:9]=2)[N:4]([CH3:13])[N:3]=1.C(=O)([O-])[O-].[K+].[K+].CC1(C)C(C)(C)OB([C:28]2[CH:34]=[CH:33][C:31]([NH2:32])=[CH:30][CH:29]=2)O1. Product: [CH3:13][N:4]1[C:5]2=[N:6][C:7]([S:11][CH3:12])=[N:8][CH:9]=[C:10]2[C:2]([C:28]2[CH:34]=[CH:33][C:31]([NH2:32])=[CH:30][CH:29]=2)=[N:3]1. The catalyst class is: 70. (7) Reactant: Br[C:2]1[CH:11]=[CH:10][C:5]([C:6]([O:8][CH3:9])=[O:7])=[CH:4][C:3]=1[C:12]([F:15])([F:14])[F:13].[C:16]1([CH3:25])[CH:21]=[CH:20][CH:19]=[CH:18][C:17]=1B(O)O.C(=O)([O-])[O-].[K+].[K+]. Product: [CH3:25][C:16]1[CH:21]=[CH:20][CH:19]=[CH:18][C:17]=1[C:2]1[CH:11]=[CH:10][C:5]([C:6]([O:8][CH3:9])=[O:7])=[CH:4][C:3]=1[C:12]([F:15])([F:14])[F:13]. The catalyst class is: 398.